From a dataset of Full USPTO retrosynthesis dataset with 1.9M reactions from patents (1976-2016). Predict the reactants needed to synthesize the given product. The reactants are: [O:1]=[C:2]1[NH:6][C:5]2[CH:7]=[CH:8][C:9]([NH:11][C:12]3[C:13]4[C:20]([C:21](O)=[O:22])=[CH:19][NH:18][C:14]=4[N:15]=[CH:16][N:17]=3)=[CH:10][C:4]=2[S:3]1.[CH3:24][CH:25]([NH2:27])[CH3:26]. Given the product [CH:25]([NH:27][C:21]([C:20]1[C:13]2[C:12]([NH:11][C:9]3[CH:8]=[CH:7][C:5]4[NH:6][C:2](=[O:1])[S:3][C:4]=4[CH:10]=3)=[N:17][CH:16]=[N:15][C:14]=2[NH:18][CH:19]=1)=[O:22])([CH3:26])[CH3:24], predict the reactants needed to synthesize it.